From a dataset of Forward reaction prediction with 1.9M reactions from USPTO patents (1976-2016). Predict the product of the given reaction. (1) Given the reactants [F:1][C:2]([F:14])([F:13])[C:3]1[N:7]2[CH:8]=[CH:9][N+:10]([O-])=[CH:11][C:6]2=[N:5][N:4]=1.P(Cl)(Cl)([Cl:17])=O, predict the reaction product. The product is: [Cl:17][C:11]1[C:6]2[N:7]([C:3]([C:2]([F:14])([F:13])[F:1])=[N:4][N:5]=2)[CH:8]=[CH:9][N:10]=1. (2) Given the reactants [Ca].[NH2:2][C@H:3]([C:8]([OH:10])=[O:9])[CH2:4][C:5]([OH:7])=[O:6].N[C@H](C(O)=O)CC(=[O:16])N, predict the reaction product. The product is: [C@@H:3]([NH2:2])([C:8]([OH:10])=[O:9])[C@@H:4]([OH:16])[C:5]([OH:7])=[O:6].